This data is from Full USPTO retrosynthesis dataset with 1.9M reactions from patents (1976-2016). The task is: Predict the reactants needed to synthesize the given product. (1) Given the product [C:1]([O:5][C:6](=[O:17])[NH:7][C@H:8]([C:10]1[CH:15]=[CH:14][C:13]([CH:29]([OH:30])[C:24]2[CH:25]=[CH:26][CH:27]=[CH:28][N:23]=2)=[CH:12][CH:11]=1)[CH3:9])([CH3:4])([CH3:3])[CH3:2], predict the reactants needed to synthesize it. The reactants are: [C:1]([O:5][C:6](=[O:17])[NH:7][C@H:8]([C:10]1[CH:15]=[CH:14][C:13](Br)=[CH:12][CH:11]=1)[CH3:9])([CH3:4])([CH3:3])[CH3:2].C([Li])CCC.[N:23]1[CH:28]=[CH:27][CH:26]=[CH:25][C:24]=1[CH:29]=[O:30].O. (2) Given the product [C:25]([C:23]1[CH:22]=[CH:21][C:20]([O:8][S:1]([C:4]([F:7])([F:6])[F:5])(=[O:3])=[O:2])=[C:19]([N+:16]([O-:18])=[O:17])[CH:24]=1)([CH3:28])([CH3:26])[CH3:27], predict the reactants needed to synthesize it. The reactants are: [S:1]([O:8]S(C(F)(F)F)(=O)=O)([C:4]([F:7])([F:6])[F:5])(=[O:3])=[O:2].[N+:16]([C:19]1[CH:24]=[C:23]([C:25]([CH3:28])([CH3:27])[CH3:26])[CH:22]=[CH:21][C:20]=1O)([O-:18])=[O:17].N1C=CC=CC=1.C([O-])(O)=O.[Na+]. (3) Given the product [CH3:16][O:15][C:11]1[CH:10]=[C:9]([CH:14]=[CH:13][CH:12]=1)[CH2:8][NH2:7], predict the reactants needed to synthesize it. The reactants are: C(OC(=O)[NH:7][CH2:8][C:9]1[CH:14]=[CH:13][CH:12]=[C:11]([O:15][CH3:16])[CH:10]=1)(C)(C)C.Cl. (4) Given the product [CH3:9][O:10][C:11](=[O:24])[C:12]1[CH:17]=[CH:16][CH:15]=[C:14]([CH2:18][NH:19][C:25]([O:27][C:28]([CH3:31])([CH3:30])[CH3:29])=[O:26])[C:13]=1[C:20]([O:22][CH3:23])=[O:21], predict the reactants needed to synthesize it. The reactants are: C(N(CC)CC)C.Cl.[CH3:9][O:10][C:11](=[O:24])[C:12]1[CH:17]=[CH:16][CH:15]=[C:14]([CH2:18][NH2:19])[C:13]=1[C:20]([O:22][CH3:23])=[O:21].[C:25](O[C:25]([O:27][C:28]([CH3:31])([CH3:30])[CH3:29])=[O:26])([O:27][C:28]([CH3:31])([CH3:30])[CH3:29])=[O:26]. (5) The reactants are: [NH2:1][C@H:2]([C:7]([OH:9])=[O:8])[C@H:3]([CH2:5][CH3:6])[CH3:4].[C:10](=O)([O:21]C1C=CC([N+]([O-])=O)=CC=1)[O:11][C:12]1[CH:17]=[CH:16][C:15]([N+:18]([O-:20])=[O:19])=[CH:14][CH:13]=1. Given the product [N+:18]([C:15]1[CH:16]=[CH:17][C:12]([O:11][C:10]([NH:1][C@H:2]([C:7]([OH:9])=[O:8])[C@H:3]([CH2:5][CH3:6])[CH3:4])=[O:21])=[CH:13][CH:14]=1)([O-:20])=[O:19], predict the reactants needed to synthesize it. (6) Given the product [C:37]([O:36][C:34]([NH:33][C:24]([N:20]1[CH2:19][CH2:18][C:17]2[C:22](=[CH:23][C:14]([O:13][CH2:12][CH:9]3[CH2:8][CH2:7][N:6]([CH2:5][CH2:4][OH:3])[CH2:11][CH2:10]3)=[CH:15][CH:16]=2)[CH2:21]1)=[N:25][C:26]([O:28][C:29]([CH3:32])([CH3:31])[CH3:30])=[O:27])=[O:35])([CH3:38])([CH3:39])[CH3:40], predict the reactants needed to synthesize it. The reactants are: C([O:3][C:4](=O)[CH2:5][N:6]1[CH2:11][CH2:10][CH:9]([CH2:12][O:13][C:14]2[CH:23]=[C:22]3[C:17]([CH2:18][CH2:19][N:20]([C:24](=[N:33][C:34]([O:36][C:37]([CH3:40])([CH3:39])[CH3:38])=[O:35])[NH:25][C:26]([O:28][C:29]([CH3:32])([CH3:31])[CH3:30])=[O:27])[CH2:21]3)=[CH:16][CH:15]=2)[CH2:8][CH2:7]1)C.[BH4-].[Li+].O. (7) Given the product [CH3:19][N:15]1[C:16]2[C:11](=[CH:10][C:9]([C:5]3[CH:4]=[C:3]([CH2:2][NH:1][S:31]([CH:28]([CH3:30])[CH3:29])(=[O:33])=[O:32])[CH:8]=[N:7][CH:6]=3)=[CH:18][CH:17]=2)[CH2:12][CH2:13][C:14]1=[O:20], predict the reactants needed to synthesize it. The reactants are: [NH2:1][CH2:2][C:3]1[CH:4]=[C:5]([C:9]2[CH:10]=[C:11]3[C:16](=[CH:17][CH:18]=2)[N:15]([CH3:19])[C:14](=[O:20])[CH2:13][CH2:12]3)[CH:6]=[N:7][CH:8]=1.C(N(CC)CC)C.[CH:28]([S:31](Cl)(=[O:33])=[O:32])([CH3:30])[CH3:29].O. (8) Given the product [Br:1][C:2]1[CH:7]=[CH:6][C:5]([C@H:8]([O:10][CH3:13])[CH3:9])=[CH:4][CH:3]=1, predict the reactants needed to synthesize it. The reactants are: [Br:1][C:2]1[CH:7]=[CH:6][C:5]([C@H:8]([OH:10])[CH3:9])=[CH:4][CH:3]=1.[H-].[Na+].[CH3:13]I.